From a dataset of Reaction yield outcomes from USPTO patents with 853,638 reactions. Predict the reaction yield, written as a fraction of the theoretical maximum amount of product (1.0 means a 100% yield; for example, 0.34 means a 34% yield). (1) The reactants are [CH2:1]([N:8]1[C:16]2[C:11](=[CH:12][CH:13]=[CH:14][CH:15]=2)[C@:10]2([CH2:18][C@H:17]2[C:19]2[CH:27]=[C:26]3[C:22]([CH:23]=[N:24][N:25]3[CH2:28][C:29]3[CH:34]=[CH:33][CH:32]=[CH:31][CH:30]=3)=[CH:21][CH:20]=2)[C:9]1=[O:35])[C:2]1[CH:7]=[CH:6][CH:5]=[CH:4][CH:3]=1.CS(O[C@@H](C1C=C2C(C=NN2CC2C=CC=CC=2)=CC=1)COS(C)(=O)=O)(=O)=O.C(N1C2C(=CC([F:80])=CC=2)CC1=O)C1C=CC=CC=1. No catalyst specified. The product is [CH2:1]([N:8]1[C:16]2[C:11](=[CH:12][C:13]([F:80])=[CH:14][CH:15]=2)[C@:10]2([CH2:18][C@H:17]2[C:19]2[CH:27]=[C:26]3[C:22]([CH:23]=[N:24][N:25]3[CH2:28][C:29]3[CH:34]=[CH:33][CH:32]=[CH:31][CH:30]=3)=[CH:21][CH:20]=2)[C:9]1=[O:35])[C:2]1[CH:7]=[CH:6][CH:5]=[CH:4][CH:3]=1. The yield is 0.630. (2) The reactants are [CH:1]([N:3]([CH2:12][C@@H:13]([CH2:34][CH2:35][CH2:36][CH2:37][CH3:38])[C:14]([N:16]1[C@H:20]([C:21]([OH:23])=O)[CH2:19][CH2:18][N:17]1[C:24]([O:26][CH2:27][C:28]1[CH:33]=[CH:32][CH:31]=[CH:30][CH:29]=1)=[O:25])=[O:15])[O:4][CH2:5][C:6]1[CH:11]=[CH:10][CH:9]=[CH:8][CH:7]=1)=[O:2].CN1CCOCC1.F[B-](F)(F)F.COC1N=C(OC)N=C([N+]2(C)CCOCC2)N=1.[F:68][C:69]1[CH:70]=[CH:71][C:72]([NH2:75])=[N:73][CH:74]=1. The catalyst is C(#N)C. The product is [F:68][C:69]1[CH:70]=[CH:71][C:72]([NH:75][C:21]([C@@H:20]2[CH2:19][CH2:18][N:17]([C:24]([O:26][CH2:27][C:28]3[CH:29]=[CH:30][CH:31]=[CH:32][CH:33]=3)=[O:25])[N:16]2[C:14](=[O:15])[C@@H:13]([CH2:12][N:3]([CH:1]=[O:2])[O:4][CH2:5][C:6]2[CH:11]=[CH:10][CH:9]=[CH:8][CH:7]=2)[CH2:34][CH2:35][CH2:36][CH2:37][CH3:38])=[O:23])=[N:73][CH:74]=1. The yield is 0.690. (3) The reactants are [OH:1][C:2]1([C:20]2[CH:25]=[CH:24][CH:23]=[CH:22][CH:21]=2)[C:10]2[C:5](=[CH:6][CH:7]=[C:8]([O:11][CH3:12])[CH:9]=2)[C:4](=[O:13])N1C1C=CC=CC=1.C(O)(=[O:28])C. The catalyst is Cl.O1CCOCC1. The product is [OH:28][C:2]1([C:20]2[CH:25]=[CH:24][CH:23]=[CH:22][CH:21]=2)[C:10]2[C:5](=[CH:6][CH:7]=[C:8]([O:11][CH3:12])[CH:9]=2)[C:4](=[O:13])[O:1]1. The yield is 0.550. (4) The reactants are I[C:2]1[C:10]2[C:5](=[N:6][CH:7]=[CH:8][CH:9]=2)[N:4]([Si](C(C)C)(C(C)C)C(C)C)[CH:3]=1.C([Mg]Cl)(C)C.[C:26]([O:30][C:31](=[O:49])[N:32](CC1C=CC=CC=1F)[C:33]1[CH:38]=[CH:37][C:36]([CH:39]=[O:40])=[CH:35][N:34]=1)([CH3:29])([CH3:28])[CH3:27].[F:50][C:51]1[CH:58]=[CH:57][CH:56]=[CH:55][C:52]=1[CH:53]=O.[Cl-].[NH4+]. The catalyst is O1CCCC1. The product is [C:26]([O:30][C:31](=[O:49])[NH:32][CH:33]1[CH:38]=[CH:37][C:36]([C:39]([C:2]2[C:10]3[C:5](=[N:6][CH:7]=[CH:8][CH:9]=3)[NH:4][CH:3]=2)=[O:40])=[CH:35][N:34]1[CH2:53][C:52]1[CH:55]=[CH:56][CH:57]=[CH:58][C:51]=1[F:50])([CH3:29])([CH3:27])[CH3:28]. The yield is 0.260. (5) The reactants are [CH3:1][O:2][C:3]1[C:15]2[NH:14][C:13]3[C:8](=[CH:9][C:10]([C:16]([O:18]CC)=[O:17])=[CH:11][CH:12]=3)[C:7]=2[CH:6]=[C:5]2[C:21]3[CH:22]=[C:23]([C:28]([O:30]CC)=[O:29])[CH:24]=[CH:25][C:26]=3[NH:27][C:4]=12.[OH-].[K+].Cl. The catalyst is CCO.O.C1COCC1. The yield is 0.950. The product is [CH3:1][O:2][C:3]1[C:15]2[NH:14][C:13]3[C:8](=[CH:9][C:10]([C:16]([OH:18])=[O:17])=[CH:11][CH:12]=3)[C:7]=2[CH:6]=[C:5]2[C:21]3[CH:22]=[C:23]([C:28]([OH:30])=[O:29])[CH:24]=[CH:25][C:26]=3[NH:27][C:4]=12. (6) The reactants are [CH3:1][O:2][C:3]1[C:4]([C:16]([OH:18])=O)=[N:5][N:6]([CH2:8][O:9][CH2:10][CH2:11][Si:12]([CH3:15])([CH3:14])[CH3:13])[CH:7]=1.CC[N:21]=C=NCCCN(C)C.Cl.[NH4+].[Cl-]. The catalyst is CN(C)C=O.CN(C)C1C=CN=CC=1. The product is [CH3:1][O:2][C:3]1[C:4]([C:16]([NH2:21])=[O:18])=[N:5][N:6]([CH2:8][O:9][CH2:10][CH2:11][Si:12]([CH3:15])([CH3:14])[CH3:13])[CH:7]=1. The yield is 0.260. (7) The reactants are Cl[S:2]([N:5]=[C:6]=[O:7])(=[O:4])=[O:3].[C:8]([OH:12])([CH3:11])([CH3:10])[CH3:9].CCN(C(C)C)C(C)C.[CH2:22]([O:29][C:30]1[C:34]([O:35][CH2:36][C:37]2[CH:42]=[CH:41][CH:40]=[CH:39][CH:38]=2)=[CH:33][N:32]([C:43]2[CH:48]=[CH:47][C:46]([O:49][CH3:50])=[CH:45][CH:44]=2)[C:31]=1[C:51]([N:53]([CH3:55])[CH3:54])=[O:52])[C:23]1[CH:28]=[CH:27][CH:26]=[CH:25][CH:24]=1. The catalyst is C(Cl)Cl. The product is [CH2:36]([O:35][C:34]1[C:30]([O:29][CH2:22][C:23]2[CH:28]=[CH:27][CH:26]=[CH:25][CH:24]=2)=[C:31]([C:51](=[O:52])[N:53]([CH3:55])[CH3:54])[N:32]([C:43]2[CH:44]=[CH:45][C:46]([O:49][CH3:50])=[CH:47][CH:48]=2)[C:33]=1[S:2]([NH:5][C:6](=[O:7])[O:12][C:8]([CH3:11])([CH3:10])[CH3:9])(=[O:4])=[O:3])[C:37]1[CH:42]=[CH:41][CH:40]=[CH:39][CH:38]=1. The yield is 0.350. (8) The reactants are Br[C:2]1[C:3]([NH:18][C:19]2[NH:23][N:22]=[C:21]([CH:24]3[CH2:26][CH2:25]3)[CH:20]=2)=[N:4][C:5]([NH:8][C@H:9]([C:11]2[CH:16]=[CH:15][C:14]([F:17])=[CH:13][CH:12]=2)[CH3:10])=[N:6][CH:7]=1.[Cu][C:28]#[N:29]. The catalyst is N1C2C(=CC=CC=2)C=CC=1. The product is [CH:24]1([C:21]2[NH:22][N:23]=[C:19]([NH:18][C:3]3[C:2]([C:28]#[N:29])=[CH:7][N:6]=[C:5]([NH:8][C@H:9]([C:11]4[CH:16]=[CH:15][C:14]([F:17])=[CH:13][CH:12]=4)[CH3:10])[N:4]=3)[CH:20]=2)[CH2:26][CH2:25]1. The yield is 0.300. (9) The product is [C:1]([C@H:5]1[CH2:6][CH2:7][C@H:8]([O:11][C:12]2[CH:13]=[C:14]3[C:19](=[CH:20][CH:21]=2)[CH:18]=[C:17]([CH2:22][NH:23][CH:24]([CH3:29])[C:25]([OH:27])=[O:26])[CH:16]=[CH:15]3)[CH2:9][CH2:10]1)([CH3:4])([CH3:2])[CH3:3]. The reactants are [C:1]([C@H:5]1[CH2:10][CH2:9][C@H:8]([O:11][C:12]2[CH:13]=[C:14]3[C:19](=[CH:20][CH:21]=2)[CH:18]=[C:17]([CH2:22][NH:23][CH:24]([CH3:29])[C:25]([O:27]C)=[O:26])[CH:16]=[CH:15]3)[CH2:7][CH2:6]1)([CH3:4])([CH3:3])[CH3:2].[OH-].[Na+].Cl. The yield is 0.750. The catalyst is C(O)C. (10) The reactants are CC([N:5]([CH2:9][C:10]1[C:11](=[O:20])[NH:12][C:13]([CH:17]2[CH2:19][CH2:18]2)=[CH:14][C:15]=1[CH3:16])C(=O)[O-])(C)C.CCOC(C)=O.[ClH:27].O1CCOCC1. The catalyst is CO. The product is [ClH:27].[NH2:5][CH2:9][C:10]1[C:11](=[O:20])[NH:12][C:13]([CH:17]2[CH2:18][CH2:19]2)=[CH:14][C:15]=1[CH3:16]. The yield is 1.00.